From a dataset of Reaction yield outcomes from USPTO patents with 853,638 reactions. Predict the reaction yield, written as a fraction of the theoretical maximum amount of product (1.0 means a 100% yield; for example, 0.34 means a 34% yield). (1) The reactants are C[O:2][C:3]([C:5]1([CH2:12][NH:13][C:14]([O:16][C:17]([CH3:20])([CH3:19])[CH3:18])=[O:15])[CH2:7][CH:6]1[CH2:8][CH:9]([CH3:11])[CH3:10])=[O:4].[Li+].[OH-]. The catalyst is CO.O. The product is [C:17]([O:16][C:14]([NH:13][CH2:12][C:5]1([C:3]([OH:4])=[O:2])[CH2:7][CH:6]1[CH2:8][CH:9]([CH3:10])[CH3:11])=[O:15])([CH3:18])([CH3:20])[CH3:19]. The yield is 0.970. (2) The reactants are [C:9](O[C:9]([O:11][C:12]([CH3:15])([CH3:14])[CH3:13])=[O:10])([O:11][C:12]([CH3:15])([CH3:14])[CH3:13])=[O:10].Cl.[Br:17][C:18]1[CH:23]=[CH:22][C:21]([N:24]2[CH2:29][CH2:28][NH:27][CH2:26][CH2:25]2)=[CH:20][CH:19]=1.C(N(CC)CC)C. The catalyst is O.O1CCCC1. The product is [C:12]([O:11][C:9]([N:27]1[CH2:26][CH2:25][N:24]([C:21]2[CH:20]=[CH:19][C:18]([Br:17])=[CH:23][CH:22]=2)[CH2:29][CH2:28]1)=[O:10])([CH3:13])([CH3:14])[CH3:15]. The yield is 0.980. (3) The reactants are [CH2:1]([CH:3]1[CH2:7][CH:6]([OH:8])[CH2:5][CH:4]1[C:9]([O:11][CH2:12][CH3:13])=[O:10])[CH3:2].[CH3:14][C:15]([Si:18](Cl)([CH3:20])[CH3:19])([CH3:17])[CH3:16].N1C=CN=C1.CCCCCCC. The catalyst is CN(C=O)C. The product is [Si:18]([O:8][CH:6]1[CH2:5][CH:4]([C:9]([O:11][CH2:12][CH3:13])=[O:10])[CH:3]([CH2:1][CH3:2])[CH2:7]1)([C:15]([CH3:17])([CH3:16])[CH3:14])([CH3:20])[CH3:19]. The yield is 0.980. (4) The reactants are I[C:2]1[CH:7]=[CH:6][C:5]([Br:8])=[CH:4][CH:3]=1.[CH:9]#[C:10][CH2:11][CH2:12][CH2:13][CH2:14][CH2:15][CH2:16][CH2:17][CH3:18].C(OP([O-])OCC)C. The catalyst is [Pd](Cl)Cl.[Cu]I.C1(P(C2C=CC=CC=2)C2C=CC=CC=2)C=CC=CC=1. The product is [C:9]([C:2]1[CH:7]=[CH:6][C:5]([Br:8])=[CH:4][CH:3]=1)#[C:10][CH2:11][CH2:12][CH2:13][CH2:14][CH2:15][CH2:16][CH2:17][CH3:18]. The yield is 0.980.